This data is from NCI-60 drug combinations with 297,098 pairs across 59 cell lines. The task is: Regression. Given two drug SMILES strings and cell line genomic features, predict the synergy score measuring deviation from expected non-interaction effect. (1) Drug 2: CC1C(C(CC(O1)OC2CC(CC3=C2C(=C4C(=C3O)C(=O)C5=CC=CC=C5C4=O)O)(C(=O)C)O)N)O. Drug 1: COC1=C2C(=CC3=C1OC=C3)C=CC(=O)O2. Cell line: SF-295. Synergy scores: CSS=40.0, Synergy_ZIP=1.17, Synergy_Bliss=1.17, Synergy_Loewe=-14.2, Synergy_HSA=1.52. (2) Drug 1: C1=CN(C=N1)CC(O)(P(=O)(O)O)P(=O)(O)O. Drug 2: CN1C2=C(C=C(C=C2)N(CCCl)CCCl)N=C1CCCC(=O)O.Cl. Cell line: SW-620. Synergy scores: CSS=-1.28, Synergy_ZIP=-0.0618, Synergy_Bliss=1.46, Synergy_Loewe=-2.69, Synergy_HSA=-2.01.